Dataset: Catalyst prediction with 721,799 reactions and 888 catalyst types from USPTO. Task: Predict which catalyst facilitates the given reaction. (1) Reactant: F[C:2]1[CH:7]=[CH:6][C:5]([N+:8]([O-:10])=[O:9])=[CH:4][CH:3]=1.[NH:11]1[CH2:16][CH2:15][CH:14]([OH:17])[CH2:13][CH2:12]1.C([O-])([O-])=O.[K+].[K+]. Product: [N+:8]([C:5]1[CH:6]=[CH:7][C:2]([N:11]2[CH2:16][CH2:15][CH:14]([OH:17])[CH2:13][CH2:12]2)=[CH:3][CH:4]=1)([O-:10])=[O:9]. The catalyst class is: 3. (2) Reactant: [C:1]([O:5][C:6]([N:8]1[CH2:13][CH2:12][O:11][CH2:10][C@H:9]1[C@H:14]([C:18]1[CH:23]=[CH:22][C:21]([Cl:24])=[CH:20][CH:19]=1)[C:15]([OH:17])=O)=[O:7])([CH3:4])([CH3:3])[CH3:2].Cl.Cl.[CH3:27][C@H:28]1[C:36]2[C:35]([N:37]3[CH2:42][CH2:41][NH:40][CH2:39][CH2:38]3)=[N:34][CH:33]=[N:32][C:31]=2[C@@H:30]([OH:43])[CH2:29]1.C(N(C(C)C)CC)(C)C.CN(C(ON1N=NC2C=CC=CC1=2)=[N+](C)C)C.F[P-](F)(F)(F)(F)F. Product: [Cl:24][C:21]1[CH:20]=[CH:19][C:18]([C@@H:14]([C@@H:9]2[CH2:10][O:11][CH2:12][CH2:13][N:8]2[C:6]([O:5][C:1]([CH3:3])([CH3:4])[CH3:2])=[O:7])[C:15]([N:40]2[CH2:41][CH2:42][N:37]([C:35]3[C:36]4[C@H:28]([CH3:27])[CH2:29][C@H:30]([OH:43])[C:31]=4[N:32]=[CH:33][N:34]=3)[CH2:38][CH2:39]2)=[O:17])=[CH:23][CH:22]=1. The catalyst class is: 2. (3) Reactant: [Cl:1][C:2]1[CH:3]=[C:4]([CH:16]=[CH:17][CH:18]=1)[C:5]([NH:7][C:8]1[C:9](Cl)=[N:10][CH:11]=[C:12]([Cl:14])[CH:13]=1)=[O:6].[NH:19]1[CH2:24][CH2:23][NH:22][CH2:21][CH2:20]1. Product: [Cl:1][C:2]1[CH:3]=[C:4]([CH:16]=[CH:17][CH:18]=1)[C:5]([NH:7][C:8]1[C:9]([N:19]2[CH2:24][CH2:23][NH:22][CH2:21][CH2:20]2)=[N:10][CH:11]=[C:12]([Cl:14])[CH:13]=1)=[O:6]. The catalyst class is: 10. (4) Reactant: Cl.[O:2]=[C:3]1[NH:9][C:8]2[CH:10]=[C:11]([C:14]([O:16][CH3:17])=[O:15])[CH:12]=[CH:13][C:7]=2[CH2:6][NH:5][CH2:4]1.C([O-])([O-])=O.[K+].[K+].Br[CH2:25][CH2:26][C:27]1[CH:32]=[CH:31][C:30]([O:33][CH3:34])=[CH:29][CH:28]=1. Product: [CH3:34][O:33][C:30]1[CH:31]=[CH:32][C:27]([CH2:26][CH2:25][N:5]2[CH2:6][C:7]3[CH:13]=[CH:12][C:11]([C:14]([O:16][CH3:17])=[O:15])=[CH:10][C:8]=3[NH:9][C:3](=[O:2])[CH2:4]2)=[CH:28][CH:29]=1. The catalyst class is: 5. (5) Reactant: [Cl:1][C:2]1[O:3][C:4]2[CH:10]=[CH:9][C:8]([C:11]([CH2:30][CH3:31])=[C:12]([C:23]3[CH:28]=[CH:27][C:26]([OH:29])=[CH:25][CH:24]=3)[C:13]3[CH:18]=[CH:17][C:16]([O:19][CH2:20][CH2:21]Cl)=[CH:15][CH:14]=3)=[CH:7][C:5]=2[CH:6]=1.[NH:32]1[CH2:37][CH2:36][O:35][CH2:34][CH2:33]1. Product: [Cl:1][C:2]1[O:3][C:4]2[CH:10]=[CH:9][C:8]([C:11]([CH2:30][CH3:31])=[C:12]([C:23]3[CH:28]=[CH:27][C:26]([OH:29])=[CH:25][CH:24]=3)[C:13]3[CH:14]=[CH:15][C:16]([O:19][CH2:20][CH2:21][N:32]4[CH2:37][CH2:36][O:35][CH2:34][CH2:33]4)=[CH:17][CH:18]=3)=[CH:7][C:5]=2[CH:6]=1. The catalyst class is: 5.